The task is: Predict the reaction yield, written as a fraction of the theoretical maximum amount of product (1.0 means a 100% yield; for example, 0.34 means a 34% yield).. This data is from Reaction yield outcomes from USPTO patents with 853,638 reactions. (1) The reactants are [Cl:1][C:2]1[CH:3]=[C:4]([C:8]2[O:12][N:11]=[C:10]([CH:13](O)[CH3:14])[N:9]=2)[CH:5]=[CH:6][CH:7]=1.O=S(Cl)[Cl:18]. The catalyst is CN(C=O)C. The product is [Cl:18][CH:13]([C:10]1[N:9]=[C:8]([C:4]2[CH:5]=[CH:6][CH:7]=[C:2]([Cl:1])[CH:3]=2)[O:12][N:11]=1)[CH3:14]. The yield is 0.930. (2) The reactants are [Br:1][C:2]1[N:7]=[C:6]([C:8](=O)[CH2:9][C:10]#[N:11])[CH:5]=[CH:4][CH:3]=1.[CH3:13][NH:14][NH2:15]. The catalyst is C(O)C. The product is [Br:1][C:2]1[N:7]=[C:6]([C:8]2[N:14]([CH3:13])[N:15]=[C:10]([NH2:11])[CH:9]=2)[CH:5]=[CH:4][CH:3]=1. The yield is 0.810.